Dataset: Forward reaction prediction with 1.9M reactions from USPTO patents (1976-2016). Task: Predict the product of the given reaction. (1) The product is: [Br-:1].[CH:2]1([C:8]([OH:34])([C:28]2[CH:33]=[CH:32][CH:31]=[CH:30][CH:29]=2)[C:9]([O:11][CH:12]2[CH2:16][CH2:15][CH2:14][N+:13]2([CH3:27])[CH:17]([C:21]2[N:22]=[N:39][CH:38]=[CH:37][CH:26]=2)[C:18](=[O:20])[NH2:19])=[O:10])[CH2:7][CH2:6][CH2:5][CH2:4][CH2:3]1. Given the reactants [Br-:1].[CH:2]1([C:8]([OH:34])([C:28]2[CH:33]=[CH:32][CH:31]=[CH:30][CH:29]=2)[C:9]([O:11][CH:12]2[CH2:16][CH2:15][CH2:14][N+:13]2([CH3:27])[CH:17]([C:21]2[CH:26]=NC=C[N:22]=2)[C:18](=[O:20])[NH2:19])=[O:10])[CH2:7][CH2:6][CH2:5][CH2:4][CH2:3]1.[Br-].O[C@@H:37]1CC[N+:39](C)(C(C2C=NC=CN=2)C(=O)N)[CH2:38]1.[Br-].OC1CC[N@@+](C)(CC(=O)NC2N=NC=CC=2)C1, predict the reaction product. (2) Given the reactants [F:1][C:2]1[CH:7]=[CH:6][C:5]([NH:8][C:9](=[O:11])[CH3:10])=[C:4]([OH:12])[CH:3]=1.[O:13]1[CH2:15][C@H:14]1[CH2:16]OS(C1C=CC=C([N+]([O-])=O)C=1)(=O)=O.C([O-])([O-])=O.[Cs+].[Cs+], predict the reaction product. The product is: [F:1][C:2]1[CH:7]=[CH:6][C:5]([NH:8][C:9](=[O:11])[CH3:10])=[C:4]([O:12][CH2:16][C@@H:14]2[CH2:15][O:13]2)[CH:3]=1. (3) Given the reactants [CH3:1][C:2]1[CH:7]=[CH:6][N:5]=[CH:4][C:3]=1[N:8]1[CH2:12][CH2:11][NH:10][C:9]1=[O:13].I[C:15]1[CH:16]=[C:17]2[C:21](=[CH:22][CH:23]=1)[N:20]([CH2:24][O:25][CH2:26][CH2:27][Si:28]([CH3:31])([CH3:30])[CH3:29])[C:19](=[O:32])[C:18]2([CH3:34])[CH3:33].N[C@@H]1CCCC[C@H]1N.P([O-])([O-])([O-])=O.[K+].[K+].[K+], predict the reaction product. The product is: [CH3:33][C:18]1([CH3:34])[C:17]2[C:21](=[CH:22][CH:23]=[C:15]([N:10]3[CH2:11][CH2:12][N:8]([C:3]4[CH:4]=[N:5][CH:6]=[CH:7][C:2]=4[CH3:1])[C:9]3=[O:13])[CH:16]=2)[N:20]([CH2:24][O:25][CH2:26][CH2:27][Si:28]([CH3:31])([CH3:30])[CH3:29])[C:19]1=[O:32]. (4) Given the reactants C[Si](C)(C)[O:3][C:4]1([C:14]([F:17])([F:16])[F:15])[CH2:13][CH2:12][C:7]2([O:11][CH2:10][CH2:9][O:8]2)[CH2:6][CH2:5]1.O, predict the reaction product. The product is: [F:17][C:14]([F:15])([F:16])[C:4]1([OH:3])[CH2:5][CH2:6][C:7]2([O:8][CH2:9][CH2:10][O:11]2)[CH2:12][CH2:13]1. (5) Given the reactants [Cl:1][C:2]1[S:6][C:5]([CH2:7][CH2:8]O)=[CH:4][CH:3]=1.C1(P(C2C=CC=CC=2)C2C=CC=CC=2)C=CC=CC=1.C(Br)(Br)(Br)[Br:30].CCOCC, predict the reaction product. The product is: [Br:30][CH2:8][CH2:7][C:5]1[S:6][C:2]([Cl:1])=[CH:3][CH:4]=1.